This data is from Peptide-MHC class I binding affinity with 185,985 pairs from IEDB/IMGT. The task is: Regression. Given a peptide amino acid sequence and an MHC pseudo amino acid sequence, predict their binding affinity value. This is MHC class I binding data. (1) The peptide sequence is LSPRWYFYY. The MHC is HLA-A24:02 with pseudo-sequence HLA-A24:02. The binding affinity (normalized) is 0.406. (2) The peptide sequence is SLYSTVATL. The MHC is HLA-A02:02 with pseudo-sequence HLA-A02:02. The binding affinity (normalized) is 0.495. (3) The peptide sequence is TSFYLISIFL. The MHC is HLA-A11:01 with pseudo-sequence HLA-A11:01. The binding affinity (normalized) is 0. (4) The peptide sequence is YPLTFGWCY. The MHC is HLA-B40:02 with pseudo-sequence HLA-B40:02. The binding affinity (normalized) is 0. (5) The peptide sequence is TSTWFGFN. The MHC is Mamu-A01 with pseudo-sequence Mamu-A01. The binding affinity (normalized) is 0. (6) The peptide sequence is YVADALAAF. The MHC is HLA-B27:05 with pseudo-sequence HLA-B27:05. The binding affinity (normalized) is 0.130. (7) The peptide sequence is VHYGQGWLY. The MHC is HLA-A25:01 with pseudo-sequence HLA-A25:01. The binding affinity (normalized) is 0.0847.